Dataset: NCI-60 drug combinations with 297,098 pairs across 59 cell lines. Task: Regression. Given two drug SMILES strings and cell line genomic features, predict the synergy score measuring deviation from expected non-interaction effect. (1) Drug 1: COC1=NC(=NC2=C1N=CN2C3C(C(C(O3)CO)O)O)N. Drug 2: C1=NC2=C(N=C(N=C2N1C3C(C(C(O3)CO)O)F)Cl)N. Cell line: HOP-92. Synergy scores: CSS=1.63, Synergy_ZIP=-0.680, Synergy_Bliss=-0.0217, Synergy_Loewe=-25.5, Synergy_HSA=-5.24. (2) Synergy scores: CSS=7.32, Synergy_ZIP=-2.00, Synergy_Bliss=0.0888, Synergy_Loewe=-15.0, Synergy_HSA=-5.32. Cell line: HS 578T. Drug 1: CC1=CC2C(CCC3(C2CCC3(C(=O)C)OC(=O)C)C)C4(C1=CC(=O)CC4)C. Drug 2: C1=CN(C=N1)CC(O)(P(=O)(O)O)P(=O)(O)O. (3) Drug 1: CC1CCC2CC(C(=CC=CC=CC(CC(C(=O)C(C(C(=CC(C(=O)CC(OC(=O)C3CCCCN3C(=O)C(=O)C1(O2)O)C(C)CC4CCC(C(C4)OC)O)C)C)O)OC)C)C)C)OC. Drug 2: CNC(=O)C1=NC=CC(=C1)OC2=CC=C(C=C2)NC(=O)NC3=CC(=C(C=C3)Cl)C(F)(F)F. Cell line: BT-549. Synergy scores: CSS=6.63, Synergy_ZIP=4.05, Synergy_Bliss=9.91, Synergy_Loewe=1.87, Synergy_HSA=6.27. (4) Drug 1: C1=CC=C(C=C1)NC(=O)CCCCCCC(=O)NO. Drug 2: CC1C(C(CC(O1)OC2CC(OC(C2O)C)OC3=CC4=CC5=C(C(=O)C(C(C5)C(C(=O)C(C(C)O)O)OC)OC6CC(C(C(O6)C)O)OC7CC(C(C(O7)C)O)OC8CC(C(C(O8)C)O)(C)O)C(=C4C(=C3C)O)O)O)O. Cell line: SNB-75. Synergy scores: CSS=65.1, Synergy_ZIP=-1.25, Synergy_Bliss=0.934, Synergy_Loewe=-0.237, Synergy_HSA=0.767. (5) Synergy scores: CSS=14.9, Synergy_ZIP=-6.16, Synergy_Bliss=-1.93, Synergy_Loewe=-6.34, Synergy_HSA=-1.16. Drug 1: C1CN1C2=NC(=NC(=N2)N3CC3)N4CC4. Drug 2: CC(CN1CC(=O)NC(=O)C1)N2CC(=O)NC(=O)C2. Cell line: NCI-H226. (6) Drug 1: C1CC2CC3=C(CC1C24CN(S(=O)(=O)N4)CC(F)(F)F)C=CC(=C3)C=CCN5CCC(CC5)C(F)(F)F. Drug 2: CCC1=C2CN3C(=CC4=C(C3=O)COC(=O)C4(CC)O)C2=NC5=C1C=C(C=C5)O. Cell line: SK-OV-3. Synergy scores: CSS=33.6, Synergy_ZIP=8.91, Synergy_Bliss=14.8, Synergy_Loewe=-3.28, Synergy_HSA=13.4. (7) Drug 1: C1CCN(CC1)CCOC2=CC=C(C=C2)C(=O)C3=C(SC4=C3C=CC(=C4)O)C5=CC=C(C=C5)O. Drug 2: CC1=C(N=C(N=C1N)C(CC(=O)N)NCC(C(=O)N)N)C(=O)NC(C(C2=CN=CN2)OC3C(C(C(C(O3)CO)O)O)OC4C(C(C(C(O4)CO)O)OC(=O)N)O)C(=O)NC(C)C(C(C)C(=O)NC(C(C)O)C(=O)NCCC5=NC(=CS5)C6=NC(=CS6)C(=O)NCCC[S+](C)C)O. Cell line: CAKI-1. Synergy scores: CSS=1.76, Synergy_ZIP=-1.67, Synergy_Bliss=-2.06, Synergy_Loewe=-4.82, Synergy_HSA=-2.63. (8) Drug 1: CNC(=O)C1=NC=CC(=C1)OC2=CC=C(C=C2)NC(=O)NC3=CC(=C(C=C3)Cl)C(F)(F)F. Drug 2: COCCOC1=C(C=C2C(=C1)C(=NC=N2)NC3=CC=CC(=C3)C#C)OCCOC.Cl. Cell line: LOX IMVI. Synergy scores: CSS=-2.75, Synergy_ZIP=9.03, Synergy_Bliss=10.6, Synergy_Loewe=-1.96, Synergy_HSA=-3.32.